Task: Predict the reactants needed to synthesize the given product.. Dataset: Full USPTO retrosynthesis dataset with 1.9M reactions from patents (1976-2016) (1) Given the product [F:29][C:25]1[CH:26]=[CH:27][CH:28]=[C:2]([F:1])[C:3]=1[C:4]([N:6]1[C:11](=[O:12])[N:10]([C:13]2[CH:18]=[CH:17][C:16]([S:19]([C:20]([F:23])([F:21])[F:22])=[O:38])=[CH:15][C:14]=2[F:24])[CH2:9][O:8][CH2:7]1)=[O:5], predict the reactants needed to synthesize it. The reactants are: [F:1][C:2]1[CH:28]=[CH:27][CH:26]=[C:25]([F:29])[C:3]=1[C:4]([N:6]1[C:11](=[O:12])[N:10]([C:13]2[CH:18]=[CH:17][C:16]([S:19][C:20]([F:23])([F:22])[F:21])=[CH:15][C:14]=2[F:24])[CH2:9][O:8][CH2:7]1)=[O:5].C1C=C(Cl)C=C(C(OO)=[O:38])C=1. (2) Given the product [CH:2]([C:5]1[CH:10]=[C:9]([O:11][CH3:12])[C:8]([N:13]2[CH2:14][CH2:15][NH:16][CH2:17][CH2:18]2)=[CH:7][C:6]=1[OH:19])([CH3:4])[CH3:3], predict the reactants needed to synthesize it. The reactants are: O[C:2]([C:5]1[CH:10]=[C:9]([O:11][CH3:12])[C:8]([N:13]2[CH2:18][CH2:17][NH:16][CH2:15][CH2:14]2)=[CH:7][C:6]=1[OH:19])([CH3:4])[CH3:3].FC(F)(F)C(O)=O.C([SiH](CC)CC)C. (3) The reactants are: [CH2:1]([C:3]1[C:8](=[O:9])[NH:7][C:6]([CH3:10])=[C:5]([C:11]2[CH:12]=[N:13][CH:14]=[C:15]([C:17]([OH:19])=O)[CH:16]=2)[CH:4]=1)[CH3:2].[O:20]1[CH2:25][CH2:24][CH:23]([CH2:26][CH2:27][NH2:28])[CH2:22][CH2:21]1. Given the product [O:20]1[CH2:25][CH2:24][CH:23]([CH2:26][CH2:27][NH:28][C:17]([C:15]2[CH:16]=[C:11]([C:5]3[CH:4]=[C:3]([CH2:1][CH3:2])[C:8](=[O:9])[NH:7][C:6]=3[CH3:10])[CH:12]=[N:13][CH:14]=2)=[O:19])[CH2:22][CH2:21]1, predict the reactants needed to synthesize it. (4) Given the product [NH:28]([C:35]([O:37][C:38]([CH3:41])([CH3:40])[CH3:39])=[O:36])[C@H:29]([C:13]([NH:1][C@H:2]([C:10]([OH:12])=[O:11])[CH2:3][C:4]1[CH:5]=[CH:6][CH:7]=[CH:8][CH:9]=1)=[O:15])[CH2:30][NH2:31].[NH:23]1[CH:27]=[N:26][N:25]=[N:24]1, predict the reactants needed to synthesize it. The reactants are: [NH:1]([C:13]([O:15]CC1C=CC=CC=1)=O)[C@H:2]([C:10]([OH:12])=[O:11])[CH2:3][C:4]1[CH:9]=[CH:8][CH:7]=[CH:6][CH:5]=1.[NH:23]1[CH:27]=[N:26][N:25]=[N:24]1.[NH:28]([C:35]([O:37][C:38]([CH3:41])([CH3:40])[CH3:39])=[O:36])[C@H:29](C(O)=O)[CH2:30][NH2:31].CCOC(OC(OCC)=O)=O.CCN(C(C)C)C(C)C. (5) Given the product [F:1][C:2]1[CH:3]=[C:4]([O:9][C:10]2[CH:11]=[C:12]([CH:17]=[C:18]([O:20][C@@H:24]([CH3:25])[CH2:23][O:22][CH3:21])[CH:19]=2)[C:13]([O:15][CH3:16])=[O:14])[CH:5]=[C:6]([F:8])[CH:7]=1, predict the reactants needed to synthesize it. The reactants are: [F:1][C:2]1[CH:3]=[C:4]([O:9][C:10]2[CH:11]=[C:12]([CH:17]=[C:18]([OH:20])[CH:19]=2)[C:13]([O:15][CH3:16])=[O:14])[CH:5]=[C:6]([F:8])[CH:7]=1.[CH3:21][O:22][CH2:23][C@H:24](O)[CH3:25].C1(P(C2C=CC=CC=2)C2C=CC=CC=2)C=CC=CC=1.CC(OC(/N=N/C(OC(C)C)=O)=O)C. (6) Given the product [CH3:3][C:2]1[CH2:4][S:11][CH:5]([CH2:6][CH2:7][CH2:8][CH2:9][CH3:10])[CH:1]=1, predict the reactants needed to synthesize it. The reactants are: [CH3:1][C:2]([CH:4]1[S:11][CH:5]1[CH2:6][CH2:7][CH2:8][CH2:9][CH3:10])=[CH2:3]. (7) Given the product [Cl:1][C:2]1[C:3]([N:13]2[CH2:18][CH2:17][N:16]([C:20]([NH:19][C:22]3[CH:27]=[CH:26][CH:25]=[CH:24][C:23]=3[O:28][CH3:29])=[O:21])[CH2:15][CH2:14]2)=[N:4][CH:5]=[C:6]([CH:12]=1)[C:7]([O:9][CH2:10][CH3:11])=[O:8], predict the reactants needed to synthesize it. The reactants are: [Cl:1][C:2]1[C:3]([N:13]2[CH2:18][CH2:17][NH:16][CH2:15][CH2:14]2)=[N:4][CH:5]=[C:6]([CH:12]=1)[C:7]([O:9][CH2:10][CH3:11])=[O:8].[N:19]([C:22]1[CH:27]=[CH:26][CH:25]=[CH:24][C:23]=1[O:28][CH3:29])=[C:20]=[O:21]. (8) The reactants are: [F-].[K+].Br[CH2:4][C:5]([C:7]1[CH:12]=[CH:11][CH:10]=[C:9]([Br:13])[CH:8]=1)=[O:6].[F:14][B-](F)(F)F.C([N+]1C=CN(C)C=1)CCC.O. Given the product [Br:13][C:9]1[CH:8]=[C:7]([C:5](=[O:6])[CH2:4][F:14])[CH:12]=[CH:11][CH:10]=1, predict the reactants needed to synthesize it.